Dataset: Reaction yield outcomes from USPTO patents with 853,638 reactions. Task: Predict the reaction yield, written as a fraction of the theoretical maximum amount of product (1.0 means a 100% yield; for example, 0.34 means a 34% yield). (1) The reactants are [C:1]1([CH2:7][C:8]([C:10]2[CH:15]=[CH:14][CH:13]=[CH:12][N:11]=2)=O)[CH:6]=[CH:5][CH:4]=[CH:3][CH:2]=1.[CH2:16]([O:18][C:19]1[CH:20]=[C:21]([CH:24]=[C:25]([N+:28]([O-:30])=[O:29])[C:26]=1[OH:27])[CH:22]=O)[CH3:17].[NH2:31][C:32]([NH2:34])=[O:33].Cl. The catalyst is C(O)C. The product is [CH2:16]([O:18][C:19]1[CH:20]=[C:21]([CH:22]2[C:7]([C:1]3[CH:6]=[CH:5][CH:4]=[CH:3][CH:2]=3)=[C:8]([C:10]3[CH:15]=[CH:14][CH:13]=[CH:12][N:11]=3)[NH:34][C:32](=[O:33])[NH:31]2)[CH:24]=[C:25]([N+:28]([O-:30])=[O:29])[C:26]=1[OH:27])[CH3:17]. The yield is 0.302. (2) The reactants are Br[C:2]1[CH:7]=[CH:6][C:5]([C:8]2([NH:11][C:12](=[O:22])[O:13][C@H:14]3[CH:19]4[CH2:20][CH2:21][N:16]([CH2:17][CH2:18]4)[CH2:15]3)[CH2:10][CH2:9]2)=[CH:4][CH:3]=1.[F:23][C:24]1[CH:29]=[C:28]([F:30])[CH:27]=[CH:26][C:25]=1B(O)O. The catalyst is CC([O-])=O.CC([O-])=O.[Pd+2]. The product is [N:16]12[CH2:21][CH2:20][CH:19]([CH2:18][CH2:17]1)[C@H:14]([O:13][C:12](=[O:22])[NH:11][C:8]1([C:5]3[CH:6]=[CH:7][C:2]([C:27]4[CH:26]=[CH:25][C:24]([F:23])=[CH:29][C:28]=4[F:30])=[CH:3][CH:4]=3)[CH2:10][CH2:9]1)[CH2:15]2. The yield is 0.230. (3) The reactants are [Br:1][C:2]1[N:3]=[C:4]([C:7]([OH:9])=O)[S:5][CH:6]=1.Cl.[F:11][C:12]([F:17])([F:16])[C@@H:13]([NH2:15])[CH3:14].CCN(CC)CC. The catalyst is O=S(Cl)Cl.CN(C=O)C. The product is [Br:1][C:2]1[N:3]=[C:4]([C:7]([NH:15][C@@H:13]([CH3:14])[C:12]([F:17])([F:16])[F:11])=[O:9])[S:5][CH:6]=1. The yield is 0.530.